From a dataset of Catalyst prediction with 721,799 reactions and 888 catalyst types from USPTO. Predict which catalyst facilitates the given reaction. Reactant: [C:1](/[C:3](=[CH:11]\[C:12]1[CH:17]=[CH:16][CH:15]=[C:14]([N+:18]([O-])=O)[CH:13]=1)/[C:4]([O:6][C:7]([CH3:10])([CH3:9])[CH3:8])=[O:5])#[N:2].Cl[Sn]Cl. Product: [NH2:18][C:14]1[CH:13]=[C:12](/[CH:11]=[C:3](\[C:1]#[N:2])/[C:4]([O:6][C:7]([CH3:8])([CH3:10])[CH3:9])=[O:5])[CH:17]=[CH:16][CH:15]=1. The catalyst class is: 14.